Dataset: Forward reaction prediction with 1.9M reactions from USPTO patents (1976-2016). Task: Predict the product of the given reaction. (1) Given the reactants CO.[ClH:3].[F:4][C:5]1[CH:43]=[CH:42][CH:41]=[C:40]([F:44])[C:6]=1[CH2:7][N:8]1[C:13]2[S:14][C:15]([C:21]3[CH:26]=[CH:25][C:24]([N+:27]([O-:29])=[O:28])=[CH:23][CH:22]=3)=[C:16]([CH2:17][N:18]([CH3:20])[CH3:19])[C:12]=2[C:11](=[O:30])[N:10]([C:31]2[N:32]=[N:33][C:34]([O:37][CH3:38])=[CH:35][CH:36]=2)[C:9]1=[O:39], predict the reaction product. The product is: [ClH:3].[F:4][C:5]1[CH:43]=[CH:42][CH:41]=[C:40]([F:44])[C:6]=1[CH2:7][N:8]1[C:13]2[S:14][C:15]([C:21]3[CH:22]=[CH:23][C:24]([N+:27]([O-:29])=[O:28])=[CH:25][CH:26]=3)=[C:16]([CH2:17][N:18]([CH3:19])[CH3:20])[C:12]=2[C:11](=[O:30])[N:10]([C:31]2[N:32]=[N:33][C:34]([O:37][CH3:38])=[CH:35][CH:36]=2)[C:9]1=[O:39]. (2) Given the reactants [N+:1]([C:4]1[CH:5]=[C:6]2[C:11](=[CH:12][CH:13]=1)[CH2:10][NH:9][C@H:8]([C:14]([O:16][CH2:17][CH3:18])=[O:15])[CH2:7]2)([O-:3])=[O:2].N(C(C)C)C(C)C.[CH3:26][C:27]([O:30][C:31](O[C:31]([O:30][C:27]([CH3:29])([CH3:28])[CH3:26])=[O:32])=[O:32])([CH3:29])[CH3:28].C(O)(=O)CC(CC(O)=O)(C(O)=O)O, predict the reaction product. The product is: [N+:1]([C:4]1[CH:5]=[C:6]2[C:11](=[CH:12][CH:13]=1)[CH2:10][N:9]([C:31]([O:30][C:27]([CH3:29])([CH3:28])[CH3:26])=[O:32])[C@H:8]([C:14]([O:16][CH2:17][CH3:18])=[O:15])[CH2:7]2)([O-:3])=[O:2]. (3) Given the reactants [NH:1]([C:3]1[CH:8]=[CH:7][C:6]([S:9]([CH3:12])(=[O:11])=[O:10])=[CH:5][N:4]=1)[NH2:2].[C:13]([C:21]([C:27]#[N:28])=[C:22](SC)[S:23][CH3:24])(=O)[C:14]1[CH:19]=[CH:18][CH:17]=[CH:16][CH:15]=1, predict the reaction product. The product is: [CH3:12][S:9]([C:6]1[CH:7]=[CH:8][C:3]([N:1]2[C:13]([C:14]3[CH:15]=[CH:16][CH:17]=[CH:18][CH:19]=3)=[C:21]([C:27]#[N:28])[C:22]([S:23][CH3:24])=[N:2]2)=[N:4][CH:5]=1)(=[O:10])=[O:11].